This data is from Reaction yield outcomes from USPTO patents with 853,638 reactions. The task is: Predict the reaction yield, written as a fraction of the theoretical maximum amount of product (1.0 means a 100% yield; for example, 0.34 means a 34% yield). The yield is 0.980. The reactants are F[C:2]1[CH:7]=[CH:6][C:5]([C:8]([F:11])([F:10])[F:9])=[CH:4][C:3]=1[N+:12]([O-:14])=[O:13].C([O-])([O-])=O.[K+].[K+].[NH2:21][CH:22]([CH2:25][CH3:26])[CH2:23][OH:24]. The product is [N+:12]([C:3]1[CH:4]=[C:5]([C:8]([F:11])([F:10])[F:9])[CH:6]=[CH:7][C:2]=1[NH:21][CH:22]([CH2:25][CH3:26])[CH2:23][OH:24])([O-:14])=[O:13]. The catalyst is CN(C=O)C.